Predict the reaction yield, written as a fraction of the theoretical maximum amount of product (1.0 means a 100% yield; for example, 0.34 means a 34% yield). From a dataset of Reaction yield outcomes from USPTO patents with 853,638 reactions. The reactants are [Cl:1][C:2]1[CH:3]=[C:4]([C:9]2([C:21]([F:24])([F:23])[F:22])[O:13][N:12]=[C:11]([C:14]3[CH:20]=[CH:19][C:17]([NH2:18])=[CH:16][CH:15]=3)[CH2:10]2)[CH:5]=[C:6]([Cl:8])[CH:7]=1.C(N(CC)CC)C.[F:32][C:33]([F:44])([F:43])[C:34](O[C:34](=[O:35])[C:33]([F:44])([F:43])[F:32])=[O:35]. The catalyst is ClCCl. The product is [Cl:1][C:2]1[CH:3]=[C:4]([C:9]2([C:21]([F:22])([F:24])[F:23])[O:13][N:12]=[C:11]([C:14]3[CH:15]=[CH:16][C:17]([NH:18][C:34](=[O:35])[C:33]([F:44])([F:43])[F:32])=[CH:19][CH:20]=3)[CH2:10]2)[CH:5]=[C:6]([Cl:8])[CH:7]=1. The yield is 0.990.